Dataset: Full USPTO retrosynthesis dataset with 1.9M reactions from patents (1976-2016). Task: Predict the reactants needed to synthesize the given product. (1) Given the product [F:12][C:9]([F:10])([F:11])[C:7]1[CH:6]=[C:5]([C:13]([CH3:39])([CH3:38])[C:14]([N:16]([C:17]2[CH:18]=[N:19][C:20]([N:31]3[CH2:32][CH2:33][S:44](=[O:46])(=[O:43])[CH2:35][CH2:36]3)=[CH:21][C:22]=2[C:23]2[CH:28]=[CH:27][C:26]([F:29])=[CH:25][C:24]=2[CH3:30])[CH3:37])=[O:15])[CH:4]=[C:3]([C:2]([F:40])([F:41])[F:1])[CH:8]=1, predict the reactants needed to synthesize it. The reactants are: [F:1][C:2]([F:41])([F:40])[C:3]1[CH:4]=[C:5]([C:13]([CH3:39])([CH3:38])[C:14]([N:16]([CH3:37])[C:17]2[CH:18]=[N:19][C:20]([N:31]3[CH2:36][CH2:35]S[CH2:33][CH2:32]3)=[CH:21][C:22]=2[C:23]2[CH:28]=[CH:27][C:26]([F:29])=[CH:25][C:24]=2[CH3:30])=[O:15])[CH:6]=[C:7]([C:9]([F:12])([F:11])[F:10])[CH:8]=1.O[O:43][S:44]([O-:46])=O.[K+].S([O-])(O)=O.[Na+].C(=O)([O-])[O-].[Na+].[Na+]. (2) Given the product [CH3:4][C:2]([C:5]1[CH:6]=[C:7]([S:16][C:17]([S:20][C:21]2[CH:22]=[C:23]([C:39]([CH3:42])([CH3:41])[CH3:40])[C:24]([O:25][CH2:26][CH2:27][CH2:28][C:29]([OH:31])=[O:30])=[C:33]([C:35]([CH3:38])([CH3:37])[CH3:36])[CH:34]=2)([CH3:18])[CH3:19])[CH:8]=[C:9]([C:12]([CH3:13])([CH3:14])[CH3:15])[C:10]=1[OH:11])([CH3:1])[CH3:3], predict the reactants needed to synthesize it. The reactants are: [CH3:1][C:2]([C:5]1[CH:6]=[C:7]([S:16][C:17]([S:20][C:21]2[CH:34]=[C:33]([C:35]([CH3:38])([CH3:37])[CH3:36])[C:24]([O:25][CH2:26][CH2:27][CH2:28][C:29]([O:31]C)=[O:30])=[C:23]([C:39]([CH3:42])([CH3:41])[CH3:40])[CH:22]=2)([CH3:19])[CH3:18])[CH:8]=[C:9]([C:12]([CH3:15])([CH3:14])[CH3:13])[C:10]=1[OH:11])([CH3:4])[CH3:3].CO.O.O.[OH-].[Li+].Cl. (3) Given the product [ClH:1].[C:14]1([C@H:13]2[C@@H:12]([C:20]3[CH:25]=[CH:24][CH:23]=[CH:22][CH:21]=3)[NH:11][C:10]([NH:26][CH2:27][C:28]3[CH:29]=[CH:30][C:31]([F:34])=[CH:32][CH:33]=3)=[N:9]2)[CH:15]=[CH:16][CH:17]=[CH:18][CH:19]=1, predict the reactants needed to synthesize it. The reactants are: [ClH:1].C(OC([N:9]1[C@H:13]([C:14]2[CH:19]=[CH:18][CH:17]=[CH:16][CH:15]=2)[C@H:12]([C:20]2[CH:25]=[CH:24][CH:23]=[CH:22][CH:21]=2)[N:11]=[C:10]1[NH:26][CH2:27][C:28]1[CH:33]=[CH:32][C:31]([F:34])=[CH:30][CH:29]=1)=O)(C)(C)C. (4) Given the product [Cl:1][C:2]1[CH:3]=[CH:4][C:5]([CH2:6][N:7]([C:28]2[CH:29]=[CH:30][C:31]([OH:38])=[C:32]([CH:37]=2)[C:33]([OH:35])=[O:34])[C:8](=[O:27])[CH2:9][N:10]([CH3:26])[S:11]([C:14]2[CH:15]=[CH:16][C:17]([C:20]3[CH:25]=[CH:24][CH:23]=[CH:22][CH:21]=3)=[CH:18][CH:19]=2)(=[O:13])=[O:12])=[CH:39][CH:40]=1, predict the reactants needed to synthesize it. The reactants are: [Cl:1][C:2]1[CH:40]=[CH:39][C:5]([CH2:6][N:7]([C:28]2[CH:29]=[CH:30][C:31]([OH:38])=[C:32]([CH:37]=2)[C:33]([O:35]C)=[O:34])[C:8](=[O:27])[CH2:9][N:10]([CH3:26])[S:11]([C:14]2[CH:19]=[CH:18][C:17]([C:20]3[CH:25]=[CH:24][CH:23]=[CH:22][CH:21]=3)=[CH:16][CH:15]=2)(=[O:13])=[O:12])=[CH:4][CH:3]=1.C(N(C1C=CC(O)=C(C=1)C(O)=O)C(=O)CN(CC1C=CC=CC=1)S(C1C=CC(C)=CC=1)(=O)=O)C1C=CC=CC=1.C(#N)C. (5) Given the product [Br:30][CH2:8][CH2:7][C:2]1[CH:3]=[CH:4][CH:5]=[CH:6][N:1]=1, predict the reactants needed to synthesize it. The reactants are: [N:1]1[CH:6]=[CH:5][CH:4]=[CH:3][C:2]=1[CH2:7][CH2:8]O.C1(P(C2C=CC=CC=2)C2C=CC=CC=2)C=CC=CC=1.C(Br)(Br)(Br)[Br:30].C(OCC)C.